From a dataset of Full USPTO retrosynthesis dataset with 1.9M reactions from patents (1976-2016). Predict the reactants needed to synthesize the given product. (1) Given the product [CH3:1][N:2]1[CH2:7][CH2:6][CH2:5][CH:4]([O:8][C:9]2[CH:14]=[CH:13][C:12]([NH:15][C:16](=[O:18])[CH3:17])=[CH:11][CH:10]=2)[CH2:3]1, predict the reactants needed to synthesize it. The reactants are: [CH3:1][N:2]1[CH2:7][CH2:6][CH2:5][CH:4]([O:8][C:9]2[CH:14]=[CH:13][C:12]([NH2:15])=[CH:11][CH:10]=2)[CH2:3]1.[C:16](OC(=O)C)(=[O:18])[CH3:17]. (2) Given the product [C:2]12([C:1]#[N:4])[O:12][CH:7]([CH:8]=[CH:9]1)[CH2:6][CH2:3]2, predict the reactants needed to synthesize it. The reactants are: [C:1](#[N:4])[CH:2]=[CH2:3].O1[CH:9]=[CH:8][CH:7]=[CH:6]1.C([O:12]C(=O)C)C. (3) Given the product [CH2:1]([N:5]([CH3:26])[C:6]([C:8]1[CH:9]=[C:10]([C:21]([OH:23])=[O:22])[CH:11]=[C:12]([C:14]2[CH:15]=[CH:16][C:17]([CH3:20])=[CH:18][CH:19]=2)[CH:13]=1)=[O:7])[CH:2]([CH3:4])[CH3:3], predict the reactants needed to synthesize it. The reactants are: [CH2:1]([N:5]([CH3:26])[C:6]([C:8]1[CH:9]=[C:10]([C:21]([O:23]CC)=[O:22])[CH:11]=[C:12]([C:14]2[CH:19]=[CH:18][C:17]([CH3:20])=[CH:16][CH:15]=2)[CH:13]=1)=[O:7])[CH:2]([CH3:4])[CH3:3].[OH-].[Li+].C(O)C. (4) Given the product [Cl:15][CH2:16][CH2:17][CH2:18][C:19]([NH:8][NH:7][C:1]1[CH:6]=[CH:5][CH:4]=[CH:3][CH:2]=1)=[O:20], predict the reactants needed to synthesize it. The reactants are: [C:1]1([NH:7][NH2:8])[CH:6]=[CH:5][CH:4]=[CH:3][CH:2]=1.C([O-])([O-])=O.[Na+].[Na+].[Cl:15][CH2:16][CH2:17][CH2:18][C:19](Cl)=[O:20]. (5) Given the product [N:9]([CH2:16][CH2:17][OH:18])([CH2:13][CH2:14][OH:15])[CH2:10][CH2:11][OH:12].[C:1]([OH:8])(=[O:7])[CH2:2][CH2:3][C:4]([CH3:6])=[O:5], predict the reactants needed to synthesize it. The reactants are: [C:1]([OH:8])(=[O:7])[CH2:2][CH2:3][C:4]([CH3:6])=[O:5].[N:9]([CH2:16][CH2:17][OH:18])([CH2:13][CH2:14][OH:15])[CH2:10][CH2:11][OH:12].C(OCCC)(=O)C1C=C(O)C(O)=C(O)C=1.